From a dataset of Peptide-MHC class II binding affinity with 134,281 pairs from IEDB. Regression. Given a peptide amino acid sequence and an MHC pseudo amino acid sequence, predict their binding affinity value. This is MHC class II binding data. The binding affinity (normalized) is 0. The peptide sequence is SQTTANPSCPEGA. The MHC is DRB3_0101 with pseudo-sequence DRB3_0101.